Dataset: NCI-60 drug combinations with 297,098 pairs across 59 cell lines. Task: Regression. Given two drug SMILES strings and cell line genomic features, predict the synergy score measuring deviation from expected non-interaction effect. (1) Drug 1: CC(CN1CC(=O)NC(=O)C1)N2CC(=O)NC(=O)C2. Drug 2: CCC(=C(C1=CC=CC=C1)C2=CC=C(C=C2)OCCN(C)C)C3=CC=CC=C3.C(C(=O)O)C(CC(=O)O)(C(=O)O)O. Cell line: EKVX. Synergy scores: CSS=3.42, Synergy_ZIP=-3.40, Synergy_Bliss=-3.18, Synergy_Loewe=-1.61, Synergy_HSA=-2.14. (2) Drug 1: CC(C1=C(C=CC(=C1Cl)F)Cl)OC2=C(N=CC(=C2)C3=CN(N=C3)C4CCNCC4)N. Drug 2: CC1=CC=C(C=C1)C2=CC(=NN2C3=CC=C(C=C3)S(=O)(=O)N)C(F)(F)F. Cell line: NCI-H226. Synergy scores: CSS=10.2, Synergy_ZIP=-0.218, Synergy_Bliss=3.26, Synergy_Loewe=2.87, Synergy_HSA=2.72. (3) Drug 2: CC12CCC3C(C1CCC2=O)CC(=C)C4=CC(=O)C=CC34C. Synergy scores: CSS=46.1, Synergy_ZIP=2.37, Synergy_Bliss=0.841, Synergy_Loewe=-1.18, Synergy_HSA=-2.12. Cell line: HT29. Drug 1: C1CCN(CC1)CCOC2=CC=C(C=C2)C(=O)C3=C(SC4=C3C=CC(=C4)O)C5=CC=C(C=C5)O. (4) Drug 1: CC(C)NC(=O)C1=CC=C(C=C1)CNNC.Cl. Drug 2: CCC1(C2=C(COC1=O)C(=O)N3CC4=CC5=C(C=CC(=C5CN(C)C)O)N=C4C3=C2)O.Cl. Cell line: NCI-H322M. Synergy scores: CSS=-6.58, Synergy_ZIP=2.50, Synergy_Bliss=-3.02, Synergy_Loewe=-6.05, Synergy_HSA=-11.6. (5) Drug 1: C1=CN(C(=O)N=C1N)C2C(C(C(O2)CO)O)O.Cl. Drug 2: C1=NC2=C(N=C(N=C2N1C3C(C(C(O3)CO)O)F)Cl)N. Cell line: MOLT-4. Synergy scores: CSS=91.4, Synergy_ZIP=10.5, Synergy_Bliss=10.7, Synergy_Loewe=7.07, Synergy_HSA=11.4. (6) Drug 1: C1C(C(OC1N2C=NC3=C(N=C(N=C32)Cl)N)CO)O. Drug 2: CC1=C2C(C(=O)C3(C(CC4C(C3C(C(C2(C)C)(CC1OC(=O)C(C(C5=CC=CC=C5)NC(=O)OC(C)(C)C)O)O)OC(=O)C6=CC=CC=C6)(CO4)OC(=O)C)O)C)O. Cell line: HS 578T. Synergy scores: CSS=2.71, Synergy_ZIP=-0.771, Synergy_Bliss=1.66, Synergy_Loewe=3.12, Synergy_HSA=2.47. (7) Drug 1: CN(C)C1=NC(=NC(=N1)N(C)C)N(C)C. Drug 2: C1CN(P(=O)(OC1)NCCCl)CCCl. Cell line: OVCAR-8. Synergy scores: CSS=-1.65, Synergy_ZIP=1.80, Synergy_Bliss=2.31, Synergy_Loewe=-3.75, Synergy_HSA=-3.07.